From a dataset of HIV replication inhibition screening data with 41,000+ compounds from the AIDS Antiviral Screen. Binary Classification. Given a drug SMILES string, predict its activity (active/inactive) in a high-throughput screening assay against a specified biological target. (1) The drug is Nc1cc([N+](=O)[O-])ccc1N1C(=O)CCCC1=O. The result is 0 (inactive). (2) The molecule is COC(=O)C(=Cc1ccc(OC)cc1)C(C(=O)O)=C(C)c1ccccc1. The result is 0 (inactive). (3) The compound is CON=C1c2sccc2C(NC(=O)C(Cc2ccccc2)NC(=O)OC(C)(C)C)C1O. The result is 0 (inactive).